Task: Predict the product of the given reaction.. Dataset: Forward reaction prediction with 1.9M reactions from USPTO patents (1976-2016) (1) Given the reactants [F:1][C:2]([F:28])([C:21]1[CH:26]=[CH:25][C:24]([F:27])=[CH:23][CH:22]=1)[C:3]1[N:4]=[C:5]([NH:14][C:15]2[CH:19]=[C:18]([CH3:20])[NH:17][N:16]=2)[C:6]2[S:11][C:10]([S:12][CH3:13])=[N:9][C:7]=2[N:8]=1.C1C=C(Cl)C=C(C(OO)=[O:37])C=1.O.C(=O)([O-])O.[Na+], predict the reaction product. The product is: [F:28][C:2]([F:1])([C:21]1[CH:26]=[CH:25][C:24]([F:27])=[CH:23][CH:22]=1)[C:3]1[N:4]=[C:5]([NH:14][C:15]2[CH:19]=[C:18]([CH3:20])[NH:17][N:16]=2)[C:6]2[S:11][C:10]([S:12]([CH3:13])=[O:37])=[N:9][C:7]=2[N:8]=1. (2) Given the reactants [CH:1]1([S:4]([C:7]2[CH:12]=[N:11][CH:10]=[C:9]3[N:13]([C@@H:16]([CH2:20][CH:21]4[CH2:26][CH2:25][O:24][CH2:23][CH2:22]4)[C:17]([O-:19])=[O:18])[N:14]=[CH:15][C:8]=23)(=[O:6])=[O:5])[CH2:3][CH2:2]1.CN(C)C1C=CC(C[NH2+][C@@H](C2C=CC=CC=2)C)=CC=1.Cl, predict the reaction product. The product is: [CH:1]1([S:4]([C:7]2[CH:12]=[N:11][CH:10]=[C:9]3[N:13]([C@@H:16]([CH2:20][CH:21]4[CH2:26][CH2:25][O:24][CH2:23][CH2:22]4)[C:17]([OH:19])=[O:18])[N:14]=[CH:15][C:8]=23)(=[O:5])=[O:6])[CH2:3][CH2:2]1. (3) Given the reactants [CH:1]1([C:4]2[C:11]([NH:12][C:13]3[CH:18]=[CH:17][N:16]=[CH:15][CH:14]=3)=[CH:10][C:7]([C:8]#[N:9])=[C:6]([N:19]3[CH2:24][CH2:23][N:22]([C:25](=[O:30])[CH2:26][CH2:27][O:28][CH3:29])[C@H:21]([CH3:31])[CH2:20]3)[N:5]=2)[CH2:3][CH2:2]1.C(N(CC)C(C)C)(C)C.[C:41](Cl)(=[O:44])[CH:42]=[CH2:43].O, predict the reaction product. The product is: [C:8]([C:7]1[CH:10]=[C:11]([N:12]([C:13]2[CH:18]=[CH:17][N:16]=[CH:15][CH:14]=2)[C:41](=[O:44])[CH:42]=[CH2:43])[C:4]([CH:1]2[CH2:2][CH2:3]2)=[N:5][C:6]=1[N:19]1[CH2:24][CH2:23][N:22]([C:25](=[O:30])[CH2:26][CH2:27][O:28][CH3:29])[C@H:21]([CH3:31])[CH2:20]1)#[N:9]. (4) Given the reactants [OH:1][C:2]1[C:10]([CH2:11][CH2:12][CH3:13])=[CH:9][C:5]2[O:6][CH2:7][O:8][C:4]=2[CH:3]=1.Br[CH2:15][C:16]#[C:17][CH3:18].C(=O)([O-])[O-].[K+].[K+], predict the reaction product. The product is: [CH2:15]([O:1][C:2]1[C:10]([CH2:11][CH2:12][CH3:13])=[CH:9][C:5]2[O:6][CH2:7][O:8][C:4]=2[CH:3]=1)[C:16]#[C:17][CH3:18].